Task: Predict the product of the given reaction.. Dataset: Forward reaction prediction with 1.9M reactions from USPTO patents (1976-2016) (1) Given the reactants [C:1]([N:4]1[C:13]2[C:8](=[CH:9][CH:10]=[CH:11][CH:12]=2)[C@H:7]([NH:14]C(=O)OC(C)(C)C)[C@@H:6]([CH2:22][CH3:23])[C@@H:5]1[CH2:24][CH3:25])(=[O:3])[CH3:2].C(O)(C(F)(F)F)=O, predict the reaction product. The product is: [NH2:14][C@H:7]1[C:8]2[C:13](=[CH:12][CH:11]=[CH:10][CH:9]=2)[N:4]([C:1](=[O:3])[CH3:2])[C@@H:5]([CH2:24][CH3:25])[C@@H:6]1[CH2:22][CH3:23]. (2) Given the reactants Cl[C:2]1[N:10]=[C:9]2[C:5]([N:6]=[CH:7][N:8]2[C@@H:11]2[CH2:15][C@H:14]([NH:16][C:17](=[O:20])[CH2:18][CH3:19])[C@@H:13]([OH:21])[C@H:12]2[OH:22])=[C:4]([NH:23][C:24]([C:26]2[CH:31]=[CH:30][C:29]([C:32]3[CH:37]=[CH:36][CH:35]=[CH:34][CH:33]=3)=[CH:28][CH:27]=2)=[O:25])[N:3]=1.Cl.N[C@H]1C[C@@H](N2C=NC3C2=NC=NC=3NC2CCCC2)[C@H](O)[C@@H]1O, predict the reaction product. The product is: [OH:22][C@@H:12]1[C@H:13]([OH:21])[C@@H:14]([NH:16][C:17](=[O:20])[CH2:18][CH3:19])[CH2:15][C@H:11]1[N:8]1[CH:7]=[N:6][C:5]2[C:9]1=[N:10][CH:2]=[N:3][C:4]=2[NH:23][C:24]([C:26]1[CH:27]=[CH:28][C:29]([C:32]2[CH:37]=[CH:36][CH:35]=[CH:34][CH:33]=2)=[CH:30][CH:31]=1)=[O:25]. (3) Given the reactants [CH3:1][O:2][C:3]1[CH:40]=[CH:39][C:6]([CH2:7][N:8]([CH2:30][C:31]2[CH:36]=[CH:35][C:34]([O:37][CH3:38])=[CH:33][CH:32]=2)[C:9]2[N:14]=[CH:13][C:12]([C:15]3[C:16]4[CH2:29][CH2:28][NH:27][C:17]=4[N:18]=[C:19]([N:21]4[CH2:26][CH2:25][O:24][CH2:23][CH2:22]4)[N:20]=3)=[CH:11][N:10]=2)=[CH:5][CH:4]=1.Br[C:42]1[CH:43]=[C:44]([CH:56]=[CH:57][C:58]=1[CH3:59])[C:45]([NH:47][CH2:48][CH2:49][C:50]1[CH:51]=[N:52][CH:53]=[CH:54][CH:55]=1)=[O:46], predict the reaction product. The product is: [CH3:38][O:37][C:34]1[CH:33]=[CH:32][C:31]([CH2:30][N:8]([CH2:7][C:6]2[CH:5]=[CH:4][C:3]([O:2][CH3:1])=[CH:40][CH:39]=2)[C:9]2[N:10]=[CH:11][C:12]([C:15]3[C:16]4[CH2:29][CH2:28][N:27]([C:57]5[CH:56]=[C:44]([CH:43]=[CH:42][C:58]=5[CH3:59])[C:45]([NH:47][CH2:48][CH2:49][C:50]5[CH:51]=[N:52][CH:53]=[CH:54][CH:55]=5)=[O:46])[C:17]=4[N:18]=[C:19]([N:21]4[CH2:26][CH2:25][O:24][CH2:23][CH2:22]4)[N:20]=3)=[CH:13][N:14]=2)=[CH:36][CH:35]=1. (4) Given the reactants [CH2:1]([NH2:3])[CH3:2].[F:4][C:5]1[CH:18]=[CH:17][C:16]([C:19]2[CH2:23][C:22]([C:28]3[CH:33]=[C:32]([Cl:34])[C:31]([Cl:35])=[C:30]([Cl:36])[CH:29]=3)([C:24]([F:27])([F:26])[F:25])[O:21][N:20]=2)=[CH:15][C:6]=1[CH2:7][NH:8][C:9](=[O:14])[CH2:10][C:11](O)=[O:12].F[P-](F)(F)(F)(F)F.N1(OC(N(C)C)=[N+](C)C)C2N=CC=CC=2N=N1.C(N(CC)CC)C.[N-]=C=O.CC[NH+](CC)CC.CC[NH+](CC)CC.C([O-])([O-])=O, predict the reaction product. The product is: [CH2:1]([NH:3][C:11](=[O:12])[CH2:10][C:9]([NH:8][CH2:7][C:6]1[CH:15]=[C:16]([C:19]2[CH2:23][C:22]([C:28]3[CH:33]=[C:32]([Cl:34])[C:31]([Cl:35])=[C:30]([Cl:36])[CH:29]=3)([C:24]([F:25])([F:26])[F:27])[O:21][N:20]=2)[CH:17]=[CH:18][C:5]=1[F:4])=[O:14])[CH3:2]. (5) Given the reactants [F:1][C:2]1[CH:15]=[C:14]([N+:16]([O-:18])=[O:17])[CH:13]=[CH:12][C:3]=1[O:4][C:5]1[CH:10]=[CH:9][N:8]=[C:7]([NH2:11])[CH:6]=1.Cl[C:20](OC1C=CC=CC=1)=[O:21].Cl.Cl.Cl.[CH3:32][N:33]([CH3:44])[CH:34]1[CH2:37][N:36]([CH:38]2[CH2:43][CH2:42][NH:41][CH2:40][CH2:39]2)[CH2:35]1.[OH-].[Na+], predict the reaction product. The product is: [F:1][C:2]1[CH:15]=[C:14]([N+:16]([O-:18])=[O:17])[CH:13]=[CH:12][C:3]=1[O:4][C:5]1[CH:10]=[CH:9][N:8]=[C:7]([NH:11][C:20]([N:41]2[CH2:42][CH2:43][CH:38]([N:36]3[CH2:35][CH:34]([N:33]([CH3:44])[CH3:32])[CH2:37]3)[CH2:39][CH2:40]2)=[O:21])[CH:6]=1.